Task: Predict the reaction yield, written as a fraction of the theoretical maximum amount of product (1.0 means a 100% yield; for example, 0.34 means a 34% yield).. Dataset: Reaction yield outcomes from USPTO patents with 853,638 reactions (1) The reactants are [Cl:1][C:2]1[CH:7]=[C:6]([O:8][C:9]2[CH:10]=[N:11][C:12]([N+:15]([O-])=O)=[CH:13][CH:14]=2)[CH:5]=[CH:4][N:3]=1.[NH4+].[Cl-]. The catalyst is C1COCC1.CO.[Zn]. The product is [Cl:1][C:2]1[CH:7]=[C:6]([O:8][C:9]2[CH:14]=[CH:13][C:12]([NH2:15])=[N:11][CH:10]=2)[CH:5]=[CH:4][N:3]=1. The yield is 0.630. (2) The reactants are [CH2:1]([O:3][CH:4](OCC)[C:5]([O:7][CH2:8][CH3:9])=[O:6])[CH3:2].C([Cl:16])(=O)C. The catalyst is II. The product is [Cl:16][CH2:2][CH2:1][O:3][CH2:4][C:5]([O:7][CH2:8][CH3:9])=[O:6]. The yield is 1.00. (3) The reactants are [Br:1][C:2]1[CH:3]=[CH:4][C:5]([C:9]([OH:11])=[O:10])=[N:6][C:7]=1Cl.[CH3:12][C:13]1([CH2:17][OH:18])[CH2:16][O:15][CH2:14]1.[H-].[Na+].Cl. The catalyst is CN(C=O)C.C(OCC)(=O)C. The product is [Br:1][C:2]1[CH:3]=[CH:4][C:5]([C:9]([OH:11])=[O:10])=[N:6][C:7]=1[O:18][CH2:17][C:13]1([CH3:12])[CH2:16][O:15][CH2:14]1. The yield is 0.270. (4) The reactants are [CH:1]1[C:10]2[C:5](=[CH:6][CH:7]=[CH:8][CH:9]=2)[CH:4]=[C:3]([C:11]([NH:13][C:14]2[NH:18][C:17]3[CH:19]=[C:20]([O:26][CH2:27][CH3:28])[CH:21]=[C:22]([C:23]([OH:25])=O)[C:16]=3[N:15]=2)=[O:12])[N:2]=1.CN(C(ON1N=NC2C=CC=CC1=2)=[N+](C)C)C.F[P-](F)(F)(F)(F)F.CCN(C(C)C)C(C)C.S(O)(O)(=O)=O.[NH2:67][C:68]1[NH:69][CH:70]=[CH:71][N:72]=1. The catalyst is CN(C=O)C.[Cl-].[Na+].O. The product is [CH2:27]([O:26][C:20]1[CH:21]=[C:22]([C:23](=[O:25])[NH:67][C:68]2[NH:69][CH:70]=[CH:71][N:72]=2)[C:16]2[NH:15][C:14]([NH:13][C:11]([C:3]3[N:2]=[CH:1][C:10]4[C:5]([CH:4]=3)=[CH:6][CH:7]=[CH:8][CH:9]=4)=[O:12])=[N:18][C:17]=2[CH:19]=1)[CH3:28]. The yield is 0.230. (5) The reactants are [CH2:1]([Mg]Br)[CH2:2][CH2:3][CH2:4][CH2:5][CH3:6].Br[C:10]1[CH:14]=[CH:13][S:12][C:11]=1[C:15]1[S:16][CH:17]=[CH:18][C:19]=1Br.Cl. The catalyst is C(OCC)C.Cl[Ni]1(Cl)[P](C2C=CC=CC=2)(C2C=CC=CC=2)CCC[P]1(C1C=CC=CC=1)C1C=CC=CC=1. The product is [CH2:1]([C:10]1[CH:14]=[CH:13][S:12][C:11]=1[C:15]1[S:16][CH:17]=[CH:18][C:19]=1[CH2:1][CH2:2][CH2:3][CH2:4][CH2:5][CH3:6])[CH2:2][CH2:3][CH2:4][CH2:5][CH3:6]. The yield is 0.810. (6) The reactants are [F:1][C:2]1[CH:3]=[CH:4][C:5]([CH2:8][O:9][C:10]2[CH:15]=[CH:14][N:13]([C:16]3[CH:17]=[CH:18][C:19]4[C:20]5[CH2:29][NH:28][CH2:27][CH2:26][C:21]=5[N:22]([CH3:25])[C:23]=4[CH:24]=3)[C:12](=[O:30])[CH:11]=2)=[N:6][CH:7]=1.[C:31]1(N)C(F)=C(F)C(F)=C(N)C=1F.[ClH:43].Cl. No catalyst specified. The product is [ClH:43].[ClH:43].[CH3:31][N:28]1[CH2:27][CH2:26][C:21]2[N:22]([CH3:25])[C:23]3[CH:24]=[C:16]([N:13]4[CH:14]=[CH:15][C:10]([O:9][CH2:8][C:5]5[CH:4]=[CH:3][C:2]([F:1])=[CH:7][N:6]=5)=[CH:11][C:12]4=[O:30])[CH:17]=[CH:18][C:19]=3[C:20]=2[CH2:29]1. The yield is 0.780. (7) The reactants are [CH3:1][S:2][C:3]1[CH:8]=[CH:7][CH:6]=[CH:5][C:4]=1[OH:9].CC(C)([O-])C.[K+].Cl[C:17]1[N:18]=[N+:19]([O-:24])[C:20]([Cl:23])=[CH:21][CH:22]=1.O. The catalyst is O1CCOCC1.CS(C)=O. The product is [Cl:23][C:20]1[N+:19]([O-:24])=[N:18][C:17]([O:9][C:4]2[CH:5]=[CH:6][CH:7]=[CH:8][C:3]=2[S:2][CH3:1])=[CH:22][CH:21]=1. The yield is 0.568. (8) The reactants are [CH3:1][N:2]([CH3:22])[S:3]([C:6]1[CH:21]=[CH:20][C:9]([CH2:10][C:11]2[CH:16]=[CH:15][C:14]([N+:17]([O-])=O)=[CH:13][CH:12]=2)=[CH:8][CH:7]=1)(=[O:5])=[O:4]. The catalyst is C(OCC)(=O)C.[Pd]. The product is [CH3:22][N:2]([CH3:1])[S:3]([C:6]1[CH:21]=[CH:20][C:9]([CH2:10][C:11]2[CH:16]=[CH:15][C:14]([NH2:17])=[CH:13][CH:12]=2)=[CH:8][CH:7]=1)(=[O:4])=[O:5]. The yield is 0.990. (9) The reactants are [C:1]([C:4]1[CH:12]=[CH:11][CH:10]=[CH:9][C:5]=1[C:6]([OH:8])=[O:7])(=[O:3])[CH3:2].Br.BrBr. The catalyst is C(O)(=O)C.O.C1(C)C=CC=CC=1. The product is [C:6]1(=[O:8])[C:5]2[C:4](=[CH:12][CH:11]=[CH:10][CH:9]=2)[C:1](=[O:3])[CH2:2][O:7]1. The yield is 0.630.